Dataset: Forward reaction prediction with 1.9M reactions from USPTO patents (1976-2016). Task: Predict the product of the given reaction. (1) Given the reactants Cl[C:2]1[N:7]2[N:8]=[C:9]([CH3:11])[CH:10]=[C:6]2[N:5]=[C:4]([NH:12][C:13](=[O:24])[C:14]2[CH:19]=[CH:18][C:17]([C:20]([OH:23])([CH3:22])[CH3:21])=[CH:16][CH:15]=2)[CH:3]=1.[Cl:25][C:26]1[CH:27]=[C:28](B(O)O)[CH:29]=[CH:30][C:31]=1[O:32][CH3:33].O1CCOCC1, predict the reaction product. The product is: [Cl:25][C:26]1[CH:27]=[C:28]([C:2]2[N:7]3[N:8]=[C:9]([CH3:11])[CH:10]=[C:6]3[N:5]=[C:4]([NH:12][C:13](=[O:24])[C:14]3[CH:19]=[CH:18][C:17]([C:20]([OH:23])([CH3:22])[CH3:21])=[CH:16][CH:15]=3)[CH:3]=2)[CH:29]=[CH:30][C:31]=1[O:32][CH3:33]. (2) Given the reactants F[C:2]1[CH:9]=[C:8]([N:10]2[C:18]3[CH2:17][C:16]([CH3:20])([CH3:19])[CH2:15][C:14](=[O:21])[C:13]=3[C:12]([CH3:22])=[N:11]2)[CH:7]=[C:6]([F:23])[C:3]=1[C:4]#[N:5].CCN(C(C)C)C(C)C.[CH3:33][O:34][CH:35]1[CH2:40][CH2:39][CH:38]([NH2:41])[CH2:37][CH2:36]1.O, predict the reaction product. The product is: [F:23][C:6]1[CH:7]=[C:8]([N:10]2[C:18]3[CH2:17][C:16]([CH3:19])([CH3:20])[CH2:15][C:14](=[O:21])[C:13]=3[C:12]([CH3:22])=[N:11]2)[CH:9]=[C:2]([NH:41][CH:38]2[CH2:39][CH2:40][CH:35]([O:34][CH3:33])[CH2:36][CH2:37]2)[C:3]=1[C:4]#[N:5]. (3) Given the reactants [CH3:1][N:2](C)[C:3](Cl)=O.[CH2:7]([NH:15][C:16](=O)[CH3:17])[CH2:8][CH2:9][CH2:10][CH2:11][CH2:12][CH2:13]C.[OH-].[Na+].C(=O)([O-])[O-].[Ca+2], predict the reaction product. The product is: [CH3:1][N:2]([CH3:3])[C:16](=[N:15][CH2:7][CH2:8][CH2:9][CH2:10][CH2:11][CH2:12][CH3:13])[CH3:17]. (4) The product is: [NH2:66][C@H:67]([C:92]([NH:94][C@H:95]([C:106]([NH:108][C@H:109]([C:117]([O:119][CH3:120])=[O:118])[CH2:110][S:111][CH2:112][NH:113][C:114]([CH3:116])=[O:115])=[O:107])[CH2:96][C:97]1[C:105]2[C:100](=[CH:101][CH:102]=[CH:103][CH:104]=2)[NH:99][CH:98]=1)=[O:93])[CH2:68][CH2:69][CH2:70][NH:71][C:72](=[NH:91])[NH:73][S:74]([C:77]1[C:89]([CH3:90])=[C:88]2[C:82]([O:83][C:84]([CH2:87]2)([CH3:85])[CH3:86])=[C:80]([CH3:81])[C:78]=1[CH3:79])(=[O:76])=[O:75]. Given the reactants N(C(C)=O)[C@H](C(N[C@H](C(N[C@@H](C(N[C@H](C(N[C@@H](C([NH:66][C@H:67]([C:92]([NH:94][C@H:95]([C:106]([NH:108][C@H:109]([C:117]([O:119][CH3:120])=[O:118])[CH2:110][S:111][CH2:112][NH:113][C:114]([CH3:116])=[O:115])=[O:107])[CH2:96][C:97]1[C:105]2[C:100](=[CH:101][CH:102]=[CH:103][CH:104]=2)[NH:99][CH:98]=1)=[O:93])[CH2:68][CH2:69][CH2:70][NH:71][C:72](=[NH:91])[NH:73][S:74]([C:77]1[C:89]([CH3:90])=[C:88]2[C:82]([O:83][C:84]([CH2:87]2)([CH3:86])[CH3:85])=[C:80]([CH3:81])[C:78]=1[CH3:79])(=[O:76])=[O:75])=O)CC1C=CC=CC=1)=O)CC1N=CNC=1)=O)C)=O)CSCNC(C)=O)=O)CCCNC(=N)NS(C1C(C)=C2C(OC(C2)(C)C)=C(C)C=1C)(=O)=O.N(C(C)=O)[C@H](C(N[C@H](C(N[C@@H](C(N[C@H](C(N[C@@H](C(NN)=O)CC1C=CC=CC=1)=O)CC1N=CNC=1)=O)C)=O)CSCNC(C)=O)=O)CCCNC(=N)NS(C1C(C)=C2C(OC(C2)(C)C)=C(C)C=1C)(=O)=O, predict the reaction product. (5) Given the reactants [F:1][C:2]1[CH:7]=[CH:6][CH:5]=[C:4]([F:8])[C:3]=1[NH:9][NH2:10].F[C:12]1[N:19]=[CH:18][CH:17]=[C:16]([I:20])[C:13]=1[CH:14]=O, predict the reaction product. The product is: [F:1][C:2]1[CH:7]=[CH:6][CH:5]=[C:4]([F:8])[C:3]=1[N:9]1[C:12]2=[N:19][CH:18]=[CH:17][C:16]([I:20])=[C:13]2[CH:14]=[N:10]1.